Dataset: Forward reaction prediction with 1.9M reactions from USPTO patents (1976-2016). Task: Predict the product of the given reaction. (1) Given the reactants O[C:2]1[CH:7]=[C:6]([CH3:8])[N:5]=[C:4]([C:9]2[CH:14]=[CH:13][CH:12]=[C:11]([CH2:15][CH2:16][CH2:17][O:18]/[N:19]=[C:20](/[C:22]3[CH:27]=[CH:26][CH:25]=[C:24]([CH3:28])[N:23]=3)\[CH3:21])[N:10]=2)[CH:3]=1.P(Cl)(Cl)([Cl:31])=O, predict the reaction product. The product is: [Cl:31][C:2]1[CH:7]=[C:6]([CH3:8])[N:5]=[C:4]([C:9]2[CH:14]=[CH:13][CH:12]=[C:11]([CH2:15][CH2:16][CH2:17][O:18][N:19]=[C:20]([C:22]3[CH:27]=[CH:26][CH:25]=[C:24]([CH3:28])[N:23]=3)[CH3:21])[N:10]=2)[CH:3]=1. (2) Given the reactants [Se](=O)=O.[OH2:4].[CH3:5][O:6][C:7]1[CH:12]=[CH:11][C:10]([O:13][CH3:14])=[CH:9][C:8]=1[C:15](=[O:17])[CH3:16], predict the reaction product. The product is: [CH3:5][O:6][C:7]1[CH:12]=[CH:11][C:10]([O:13][CH3:14])=[CH:9][C:8]=1[C:15](=[O:17])[CH:16]=[O:4]. (3) Given the reactants Br[CH2:2][C:3]([NH:5][CH2:6][CH:7]([OH:16])[CH2:8][C:9]1[CH:14]=[CH:13][C:12]([F:15])=[CH:11][CH:10]=1)=[O:4].C(=O)([O-])[O-].[K+].[K+], predict the reaction product. The product is: [F:15][C:12]1[CH:13]=[CH:14][C:9]([CH2:8][CH:7]2[CH2:6][NH:5][C:3](=[O:4])[CH2:2][O:16]2)=[CH:10][CH:11]=1. (4) Given the reactants [C:1]([O:5][C:6]([N:8]1[CH2:13][C@H:12]2[C@H:10]([CH2:11]2)[C@H:9]1[CH2:14][NH:15]CC1C=CC=CC=1)=[O:7])([CH3:4])([CH3:3])[CH3:2], predict the reaction product. The product is: [C:1]([O:5][C:6]([N:8]1[CH2:13][C@H:12]2[C@H:10]([CH2:11]2)[C@H:9]1[CH2:14][NH2:15])=[O:7])([CH3:4])([CH3:3])[CH3:2].